From a dataset of Reaction yield outcomes from USPTO patents with 853,638 reactions. Predict the reaction yield, written as a fraction of the theoretical maximum amount of product (1.0 means a 100% yield; for example, 0.34 means a 34% yield). The reactants are [CH2:1]([O:8][C:9]([O:11]N1C(=O)CCC1=O)=O)[C:2]1[CH:7]=[CH:6][CH:5]=[CH:4][CH:3]=1.[CH3:19][NH:20][CH2:21][C:22]1[NH:23][C:24]2[C:29]([CH:30]=1)=[CH:28][CH:27]=[CH:26][CH:25]=2.C(N(CC)CC)C. The catalyst is CN(C=O)C. The product is [CH2:1]([O:8][C:9]([N:20]([CH2:21][C:22]1[NH:23][C:24]2[C:29]([CH:30]=1)=[CH:28][CH:27]=[CH:26][CH:25]=2)[CH3:19])=[O:11])[C:2]1[CH:3]=[CH:4][CH:5]=[CH:6][CH:7]=1. The yield is 0.800.